This data is from NCI-60 drug combinations with 297,098 pairs across 59 cell lines. The task is: Regression. Given two drug SMILES strings and cell line genomic features, predict the synergy score measuring deviation from expected non-interaction effect. (1) Drug 1: CC1C(C(CC(O1)OC2CC(CC3=C2C(=C4C(=C3O)C(=O)C5=C(C4=O)C(=CC=C5)OC)O)(C(=O)C)O)N)O.Cl. Drug 2: C#CCC(CC1=CN=C2C(=N1)C(=NC(=N2)N)N)C3=CC=C(C=C3)C(=O)NC(CCC(=O)O)C(=O)O. Cell line: HCT116. Synergy scores: CSS=17.8, Synergy_ZIP=-6.83, Synergy_Bliss=-8.00, Synergy_Loewe=-12.0, Synergy_HSA=-6.31. (2) Drug 1: CC12CCC3C(C1CCC2O)C(CC4=C3C=CC(=C4)O)CCCCCCCCCS(=O)CCCC(C(F)(F)F)(F)F. Drug 2: CC1C(C(CC(O1)OC2CC(CC3=C2C(=C4C(=C3O)C(=O)C5=CC=CC=C5C4=O)O)(C(=O)C)O)N)O. Cell line: CCRF-CEM. Synergy scores: CSS=30.7, Synergy_ZIP=-2.48, Synergy_Bliss=-5.07, Synergy_Loewe=-7.30, Synergy_HSA=-3.26. (3) Drug 1: C1CN1C2=NC(=NC(=N2)N3CC3)N4CC4. Drug 2: COC1=C2C(=CC3=C1OC=C3)C=CC(=O)O2. Cell line: A498. Synergy scores: CSS=9.00, Synergy_ZIP=-3.65, Synergy_Bliss=0.00306, Synergy_Loewe=-1.86, Synergy_HSA=0.514. (4) Drug 1: CC12CCC(CC1=CCC3C2CCC4(C3CC=C4C5=CN=CC=C5)C)O. Drug 2: CC1CCC2CC(C(=CC=CC=CC(CC(C(=O)C(C(C(=CC(C(=O)CC(OC(=O)C3CCCCN3C(=O)C(=O)C1(O2)O)C(C)CC4CCC(C(C4)OC)OCCO)C)C)O)OC)C)C)C)OC. Cell line: KM12. Synergy scores: CSS=21.9, Synergy_ZIP=0.345, Synergy_Bliss=6.72, Synergy_Loewe=2.03, Synergy_HSA=6.15. (5) Drug 1: C1CCC(C1)C(CC#N)N2C=C(C=N2)C3=C4C=CNC4=NC=N3. Drug 2: C1=NC(=NC(=O)N1C2C(C(C(O2)CO)O)O)N. Cell line: HCT-15. Synergy scores: CSS=11.4, Synergy_ZIP=3.52, Synergy_Bliss=7.35, Synergy_Loewe=1.12, Synergy_HSA=3.92. (6) Drug 1: CC12CCC3C(C1CCC2=O)CC(=C)C4=CC(=O)C=CC34C. Drug 2: CC(C)CN1C=NC2=C1C3=CC=CC=C3N=C2N. Cell line: UACC62. Synergy scores: CSS=34.3, Synergy_ZIP=2.86, Synergy_Bliss=5.03, Synergy_Loewe=3.41, Synergy_HSA=3.23. (7) Drug 1: CN(C)N=NC1=C(NC=N1)C(=O)N. Drug 2: C(CN)CNCCSP(=O)(O)O. Cell line: MALME-3M. Synergy scores: CSS=19.2, Synergy_ZIP=13.4, Synergy_Bliss=14.2, Synergy_Loewe=7.06, Synergy_HSA=7.77. (8) Drug 1: CC(C1=C(C=CC(=C1Cl)F)Cl)OC2=C(N=CC(=C2)C3=CN(N=C3)C4CCNCC4)N. Drug 2: C1CN1P(=S)(N2CC2)N3CC3. Cell line: NCI-H522. Synergy scores: CSS=7.74, Synergy_ZIP=-3.88, Synergy_Bliss=-3.85, Synergy_Loewe=-4.07, Synergy_HSA=-3.59. (9) Drug 1: COC1=C(C=C2C(=C1)N=CN=C2NC3=CC(=C(C=C3)F)Cl)OCCCN4CCOCC4. Drug 2: CC1=CC2C(CCC3(C2CCC3(C(=O)C)OC(=O)C)C)C4(C1=CC(=O)CC4)C. Cell line: KM12. Synergy scores: CSS=12.9, Synergy_ZIP=-6.98, Synergy_Bliss=-10.8, Synergy_Loewe=-22.4, Synergy_HSA=-9.61.